Dataset: Full USPTO retrosynthesis dataset with 1.9M reactions from patents (1976-2016). Task: Predict the reactants needed to synthesize the given product. (1) Given the product [NH2:8][C:6]1[CH:5]=[C:4]([OH:11])[CH:3]=[C:2]([Cl:1])[CH:7]=1, predict the reactants needed to synthesize it. The reactants are: [Cl:1][C:2]1[CH:3]=[C:4]([OH:11])[CH:5]=[C:6]([N+:8]([O-])=O)[CH:7]=1.[Cl-].[NH4+]. (2) Given the product [OH:3][CH:1]([CH:4]([CH2:9]/[CH:10]=[CH:11]/[C:12]1[CH:13]=[CH:14][CH:15]=[CH:16][CH:17]=1)[C:5]([O:7][CH3:8])=[O:6])[CH3:2], predict the reactants needed to synthesize it. The reactants are: [C:1]([CH:4]([CH2:9]/[CH:10]=[CH:11]/[C:12]1[CH:17]=[CH:16][CH:15]=[CH:14][CH:13]=1)[C:5]([O:7][CH3:8])=[O:6])(=[O:3])[CH3:2].[BH4-].[Na+].